This data is from Forward reaction prediction with 1.9M reactions from USPTO patents (1976-2016). The task is: Predict the product of the given reaction. (1) Given the reactants [F:1][C:2]1[CH:42]=[C:41]([N+:43]([O-])=O)[CH:40]=[CH:39][C:3]=1[O:4][CH2:5][CH2:6][CH2:7][CH2:8][Si:9]([CH3:38])([CH3:37])[O:10][Si:11]([CH3:36])([CH3:35])[O:12][Si:13]([CH3:34])([CH3:33])[O:14][Si:15]([CH2:18][CH2:19][CH2:20][CH2:21][O:22][C:23]1[CH:28]=[CH:27][C:26]([N+:29]([O-])=O)=[CH:25][C:24]=1[F:32])([CH3:17])[CH3:16], predict the reaction product. The product is: [NH2:29][C:26]1[CH:27]=[CH:28][C:23]([O:22][CH2:21][CH2:20][CH2:19][CH2:18][Si:15]([CH3:16])([CH3:17])[O:14][Si:13]([CH3:34])([CH3:33])[O:12][Si:11]([CH3:36])([CH3:35])[O:10][Si:9]([CH2:8][CH2:7][CH2:6][CH2:5][O:4][C:3]2[CH:39]=[CH:40][C:41]([NH2:43])=[CH:42][C:2]=2[F:1])([CH3:37])[CH3:38])=[C:24]([F:32])[CH:25]=1. (2) The product is: [ClH:23].[I:19][C:20]1[CH:27]=[CH:26][CH:25]=[CH:24][C:21]=1[CH2:22][S:18][C:9]1[NH:8][C@H:7]([C:1]2[CH:2]=[CH:3][CH:4]=[CH:5][CH:6]=2)[C@H:11]([C:12]2[CH:13]=[CH:14][CH:15]=[CH:16][CH:17]=2)[N:10]=1. Given the reactants [C:1]1([C@H:7]2[C@@H:11]([C:12]3[CH:17]=[CH:16][CH:15]=[CH:14][CH:13]=3)[NH:10][C:9](=[S:18])[NH:8]2)[CH:6]=[CH:5][CH:4]=[CH:3][CH:2]=1.[I:19][C:20]1[CH:27]=[CH:26][CH:25]=[CH:24][C:21]=1[CH2:22][Cl:23], predict the reaction product. (3) Given the reactants [CH3:1][O:2][CH2:3][C@@H:4]([NH:11][C:12]([NH:14][C:15]1[N:20]=[CH:19][C:18]2[C:21]([O:43][CH3:44])=[N:22][N:23](C(C3C=CC=CC=3)(C3C=CC=CC=3)C3C=CC=CC=3)[C:17]=2[CH:16]=1)=[O:13])[C:5]1[CH:10]=[CH:9][CH:8]=[CH:7][CH:6]=1.C([SiH](CC)CC)C.C([O-])(O)=O.[Na+], predict the reaction product. The product is: [CH3:1][O:2][CH2:3][C@@H:4]([NH:11][C:12]([NH:14][C:15]1[N:20]=[CH:19][C:18]2[C:21]([O:43][CH3:44])=[N:22][NH:23][C:17]=2[CH:16]=1)=[O:13])[C:5]1[CH:10]=[CH:9][CH:8]=[CH:7][CH:6]=1. (4) Given the reactants [CH3:1][C:2](=[CH:12][S:13][C:14]1[CH:19]=[CH:18][CH:17]=[CH:16][CH:15]=1)[C:3]([NH:5][C:6]1[CH:11]=[CH:10][CH:9]=[CH:8][CH:7]=1)=O.P(Cl)(Cl)(Cl)(Cl)Cl, predict the reaction product. The product is: [CH3:1][C:2](=[CH:12][S:13][C:14]1[CH:19]=[CH:18][CH:17]=[CH:16][CH:15]=1)[C:3](=[N:5][C:6]1[CH:11]=[CH:10][CH:9]=[CH:8][CH:7]=1)[S:13][C:14]1[CH:19]=[CH:18][CH:17]=[CH:16][CH:15]=1. (5) Given the reactants [F:1][C:2]([F:25])([F:24])[C:3]1[CH:4]=[CH:5][C:6]2[C:10]([N:11]3[CH2:16][CH2:15][N:14]([CH2:17][C@@H:18]4[CH2:20][C@H:19]4[CH2:21][NH2:22])[CH2:13][CH2:12]3)=[CH:9][S:8][C:7]=2[CH:23]=1.Cl[C:27](OC1C=CC([N+]([O-])=O)=CC=1)=[O:28].CCN(CC)CC.[N:46]1([CH2:51][CH2:52][CH2:53][NH2:54])[CH:50]=[CH:49][N:48]=[CH:47]1, predict the reaction product. The product is: [N:46]1([CH2:51][CH2:52][CH2:53][NH:54][C:27]([NH:22][CH2:21][C@@H:19]2[CH2:20][C@H:18]2[CH2:17][N:14]2[CH2:15][CH2:16][N:11]([C:10]3[C:6]4[CH:5]=[CH:4][C:3]([C:2]([F:24])([F:1])[F:25])=[CH:23][C:7]=4[S:8][CH:9]=3)[CH2:12][CH2:13]2)=[O:28])[CH:50]=[CH:49][N:48]=[CH:47]1.